The task is: Predict the product of the given reaction.. This data is from Forward reaction prediction with 1.9M reactions from USPTO patents (1976-2016). (1) Given the reactants C(OC(=O)[NH:10][CH2:11][C:12]1[N:16]2[C:17](=[O:29])[C:18]3[NH:19][CH:20]=[N:21][C:22]=3[N:23]([CH2:24][CH2:25][CH2:26][CH2:27][CH3:28])[C:15]2=[N:14][N:13]=1)C1C=CC=CC=1.[ClH:31], predict the reaction product. The product is: [ClH:31].[NH2:10][CH2:11][C:12]1[N:16]2[C:17](=[O:29])[C:18]3[NH:19][CH:20]=[N:21][C:22]=3[N:23]([CH2:24][CH2:25][CH2:26][CH2:27][CH3:28])[C:15]2=[N:14][N:13]=1. (2) Given the reactants [OH:1][CH2:2][CH2:3][C@@H:4]1[CH2:6][C@@H:5]1[CH:7]1[CH2:12][CH2:11][N:10]([C:13]([O:15][C:16]2([CH3:19])[CH2:18][CH2:17]2)=[O:14])[CH2:9][CH2:8]1.[H-].[Na+].[N:22]1([C:27]2[CH:28]=[CH:29][C:30](O)=[N:31][CH:32]=2)[CH:26]=[N:25][CH:24]=[N:23]1, predict the reaction product. The product is: [N:22]1([C:27]2[CH:28]=[CH:29][C:30]([O:1][CH2:2][CH2:3][C@@H:4]3[CH2:6][C@@H:5]3[CH:7]3[CH2:12][CH2:11][N:10]([C:13]([O:15][C:16]4([CH3:19])[CH2:18][CH2:17]4)=[O:14])[CH2:9][CH2:8]3)=[N:31][CH:32]=2)[CH:26]=[N:25][CH:24]=[N:23]1.